This data is from NCI-60 drug combinations with 297,098 pairs across 59 cell lines. The task is: Regression. Given two drug SMILES strings and cell line genomic features, predict the synergy score measuring deviation from expected non-interaction effect. (1) Drug 1: CN(C)N=NC1=C(NC=N1)C(=O)N. Drug 2: CCC1(CC2CC(C3=C(CCN(C2)C1)C4=CC=CC=C4N3)(C5=C(C=C6C(=C5)C78CCN9C7C(C=CC9)(C(C(C8N6C=O)(C(=O)OC)O)OC(=O)C)CC)OC)C(=O)OC)O.OS(=O)(=O)O. Cell line: 786-0. Synergy scores: CSS=5.96, Synergy_ZIP=-0.375, Synergy_Bliss=4.82, Synergy_Loewe=2.41, Synergy_HSA=2.43. (2) Drug 1: CCCCCOC(=O)NC1=NC(=O)N(C=C1F)C2C(C(C(O2)C)O)O. Drug 2: C(CN)CNCCSP(=O)(O)O. Cell line: K-562. Synergy scores: CSS=-3.78, Synergy_ZIP=6.34, Synergy_Bliss=11.6, Synergy_Loewe=-1.26, Synergy_HSA=1.34.